Task: Predict the product of the given reaction.. Dataset: Forward reaction prediction with 1.9M reactions from USPTO patents (1976-2016) (1) Given the reactants [N+:1]([C:4]1[CH:12]=[CH:11][CH:10]=[C:9]2[C:5]=1[CH:6]=[N:7][NH:8]2)([O-:3])=[O:2].[C:13]([O:17][C:18](O[C:18]([O:17][C:13]([CH3:16])([CH3:15])[CH3:14])=[O:19])=[O:19])([CH3:16])([CH3:15])[CH3:14], predict the reaction product. The product is: [N+:1]([C:4]1[CH:12]=[CH:11][CH:10]=[C:9]2[C:5]=1[CH:6]=[N:7][N:8]2[C:18]([O:17][C:13]([CH3:16])([CH3:15])[CH3:14])=[O:19])([O-:3])=[O:2]. (2) Given the reactants [CH3:1][C:2]1[S:6][C:5]([C:7]2[CH:12]=[CH:11][CH:10]=[CH:9][CH:8]=2)=[N:4][C:3]=1[CH2:13][O:14][C:15]1[N:20]=[CH:19][C:18]([CH2:21][O:22][C:23]2[CH:28]=[CH:27][CH:26]=[CH:25][C:24]=2[CH2:29][C:30]([O:32]C)=[O:31])=[CH:17][CH:16]=1.O1CCCC1.[OH-].[Na+].Cl, predict the reaction product. The product is: [CH3:1][C:2]1[S:6][C:5]([C:7]2[CH:8]=[CH:9][CH:10]=[CH:11][CH:12]=2)=[N:4][C:3]=1[CH2:13][O:14][C:15]1[N:20]=[CH:19][C:18]([CH2:21][O:22][C:23]2[CH:28]=[CH:27][CH:26]=[CH:25][C:24]=2[CH2:29][C:30]([OH:32])=[O:31])=[CH:17][CH:16]=1.